The task is: Regression. Given two drug SMILES strings and cell line genomic features, predict the synergy score measuring deviation from expected non-interaction effect.. This data is from NCI-60 drug combinations with 297,098 pairs across 59 cell lines. (1) Drug 1: CC1C(C(CC(O1)OC2CC(CC3=C2C(=C4C(=C3O)C(=O)C5=C(C4=O)C(=CC=C5)OC)O)(C(=O)C)O)N)O.Cl. Drug 2: CNC(=O)C1=NC=CC(=C1)OC2=CC=C(C=C2)NC(=O)NC3=CC(=C(C=C3)Cl)C(F)(F)F. Cell line: SK-MEL-28. Synergy scores: CSS=14.7, Synergy_ZIP=-8.17, Synergy_Bliss=-0.806, Synergy_Loewe=-13.4, Synergy_HSA=-1.13. (2) Drug 1: COC1=C(C=C2C(=C1)N=CN=C2NC3=CC(=C(C=C3)F)Cl)OCCCN4CCOCC4. Drug 2: C1=CN(C(=O)N=C1N)C2C(C(C(O2)CO)O)O.Cl. Cell line: OVCAR3. Synergy scores: CSS=44.0, Synergy_ZIP=-4.10, Synergy_Bliss=-1.75, Synergy_Loewe=1.86, Synergy_HSA=4.18.